Dataset: Forward reaction prediction with 1.9M reactions from USPTO patents (1976-2016). Task: Predict the product of the given reaction. (1) The product is: [CH3:14][CH:15]([CH3:33])[CH2:16][CH2:17][NH:18][C:19]([C:21]1[N:22]=[N:23][C:24]([N:27]2[CH2:32][CH2:31][N:30]([C:7]([C:5]3[C:4]([C:10]([F:13])([F:12])[F:11])=[N:3][N:2]([CH3:1])[N:6]=3)=[O:9])[CH2:29][CH2:28]2)=[CH:25][CH:26]=1)=[O:20]. Given the reactants [CH3:1][N:2]1[N:6]=[C:5]([C:7]([OH:9])=O)[C:4]([C:10]([F:13])([F:12])[F:11])=[N:3]1.[CH3:14][CH:15]([CH3:33])[CH2:16][CH2:17][NH:18][C:19]([C:21]1[N:22]=[N:23][C:24]([N:27]2[CH2:32][CH2:31][NH:30][CH2:29][CH2:28]2)=[CH:25][CH:26]=1)=[O:20], predict the reaction product. (2) The product is: [CH2:3]([O:10][C:11]1[CH:16]=[CH:15][N:14]([C:17]2[CH:18]=[N:19][C:20]([N:23]3[CH2:24][C@@H:25]4[C@@H:29]([CH2:28][N:27]([CH2:32][CH3:33])[CH2:26]4)[CH2:30]3)=[CH:21][CH:22]=2)[C:13](=[O:31])[CH:12]=1)[C:4]1[CH:5]=[CH:6][CH:7]=[CH:8][CH:9]=1. Given the reactants Cl.Cl.[CH2:3]([O:10][C:11]1[CH:16]=[CH:15][N:14]([C:17]2[CH:18]=[N:19][C:20]([N:23]3[CH2:30][C@@H:29]4[C@@H:25]([CH2:26][NH:27][CH2:28]4)[CH2:24]3)=[CH:21][CH:22]=2)[C:13](=[O:31])[CH:12]=1)[C:4]1[CH:9]=[CH:8][CH:7]=[CH:6][CH:5]=1.[CH2:32](N(CC)CC)[CH3:33].C(=O)C.C(O[BH-](OC(=O)C)OC(=O)C)(=O)C.[Na+].C([O-])([O-])=O.[K+].[K+], predict the reaction product. (3) The product is: [C:15]1([CH3:24])[CH:20]=[CH:19][CH:18]=[C:17]([C:2]2[CH:3]=[N:4][CH:5]=[C:6]3[C:11]=2[N:10]=[C:9]([C:12]([NH2:14])=[O:13])[CH:8]=[CH:7]3)[CH:16]=1. Given the reactants Br[C:2]1[CH:3]=[N:4][CH:5]=[C:6]2[C:11]=1[N:10]=[C:9]([C:12]([NH2:14])=[O:13])[CH:8]=[CH:7]2.[C:15]1([CH3:24])[CH:20]=[CH:19][CH:18]=[C:17](B(O)O)[CH:16]=1.C(=O)([O-])[O-].[Cs+].[Cs+], predict the reaction product. (4) Given the reactants [CH2:1]([S:8][C:9]1[CH:14]=[CH:13][CH:12]=[C:11](Br)[CH:10]=1)[C:2]1[CH:7]=[CH:6][CH:5]=[CH:4][CH:3]=1.[F:16][C:17]([F:25])([F:24])[C:18]([NH:20][CH2:21][C:22]#[CH:23])=[O:19], predict the reaction product. The product is: [CH2:1]([S:8][C:9]1[CH:10]=[C:11]([C:23]#[C:22][CH2:21][NH:20][C:18](=[O:19])[C:17]([F:25])([F:24])[F:16])[CH:12]=[CH:13][CH:14]=1)[C:2]1[CH:7]=[CH:6][CH:5]=[CH:4][CH:3]=1. (5) Given the reactants [OH:1][CH2:2][CH2:3][O:4][C:5]1([C:17]2[S:18][CH:19]=[CH:20][N:21]=2)[CH2:9][CH2:8][N:7]([C:10]([O:12][C:13]([CH3:16])([CH3:15])[CH3:14])=[O:11])[CH2:6]1.C(N(CC)CC)C.[C:29]1([CH3:39])[CH:34]=[CH:33][C:32]([S:35](Cl)(=[O:37])=[O:36])=[CH:31][CH:30]=1, predict the reaction product. The product is: [S:18]1[CH:19]=[CH:20][N:21]=[C:17]1[C:5]1([O:4][CH2:3][CH2:2][O:1][S:35]([C:32]2[CH:33]=[CH:34][C:29]([CH3:39])=[CH:30][CH:31]=2)(=[O:37])=[O:36])[CH2:9][CH2:8][N:7]([C:10]([O:12][C:13]([CH3:16])([CH3:14])[CH3:15])=[O:11])[CH2:6]1. (6) The product is: [CH2:32]([O:30][C:5]1[CH:4]=[CH:3][C:2]([F:1])=[CH:7][C:6]=1[C:8]([CH3:28])([CH3:29])[CH2:9][C:10]([OH:27])([C:23]([F:25])([F:26])[F:24])[CH2:11][N:12]1[C:21]2[C:16](=[CH:17][CH:18]=[CH:19][CH:20]=2)[C:15](=[O:22])[CH:14]=[CH:13]1)[CH3:33]. Given the reactants [F:1][C:2]1[CH:3]=[CH:4][C:5]([OH:30])=[C:6]([C:8]([CH3:29])([CH3:28])[CH2:9][C:10]([OH:27])([C:23]([F:26])([F:25])[F:24])[CH2:11][N:12]2[C:21]3[C:16](=[CH:17][CH:18]=[CH:19][CH:20]=3)[C:15](=[O:22])[CH:14]=[CH:13]2)[CH:7]=1.I[CH2:32][CH3:33].C(=O)([O-])[O-].[K+].[K+], predict the reaction product. (7) Given the reactants [NH:1]1[C:9]2[C:4](=[CH:5][CH:6]=[CH:7][CH:8]=2)[C:3](/[CH:10]=[CH:11]/[C:12]2[CH:25]=[CH:24][C:15]([C:16]([NH:18][CH2:19][C:20]([O:22]C)=[O:21])=[O:17])=[CH:14][CH:13]=2)=[N:2]1.[OH-].[Na+].Cl, predict the reaction product. The product is: [NH:1]1[C:9]2[C:4](=[CH:5][CH:6]=[CH:7][CH:8]=2)[C:3](/[CH:10]=[CH:11]/[C:12]2[CH:13]=[CH:14][C:15]([C:16]([NH:18][CH2:19][C:20]([OH:22])=[O:21])=[O:17])=[CH:24][CH:25]=2)=[N:2]1.